Dataset: Full USPTO retrosynthesis dataset with 1.9M reactions from patents (1976-2016). Task: Predict the reactants needed to synthesize the given product. (1) Given the product [CH3:1][C:2]1[N:3]=[C:4]([NH:7][C:8]([C:10]2[C:15]([NH:16][C:27]3[CH:28]=[N:29][CH:30]=[N:31][CH:32]=3)=[CH:14][CH:13]=[C:12]([C:17]([CH3:25])([CH3:24])[O:18][SiH2:19][C:20]([CH3:23])([CH3:22])[CH3:21])[N:11]=2)=[O:9])[S:5][CH:6]=1, predict the reactants needed to synthesize it. The reactants are: [CH3:1][C:2]1[N:3]=[C:4]([NH:7][C:8]([C:10]2[C:15]([NH2:16])=[CH:14][CH:13]=[C:12]([C:17]([CH3:25])([CH3:24])[O:18][SiH2:19][C:20]([CH3:23])([CH3:22])[CH3:21])[N:11]=2)=[O:9])[S:5][CH:6]=1.Br[C:27]1[CH:28]=[N:29][CH:30]=[N:31][CH:32]=1. (2) Given the product [NH2:19][C:20]1[C:28]([Cl:29])=[CH:27][C:23]([C:24]([N:49]2[CH2:48][CH2:47][N:46]([CH2:45][C:41]3[CH:40]=[C:39]([CH:44]=[CH:43][CH:42]=3)[C:38]([NH:37][C:33]([CH3:35])([CH3:36])[CH3:34])=[O:52])[CH2:51][CH2:50]2)=[O:26])=[C:22]([O:30][CH2:31][CH3:32])[CH:21]=1, predict the reactants needed to synthesize it. The reactants are: CCCP1(OP(CCC)(=O)OP(CCC)(=O)O1)=O.[NH2:19][C:20]1[C:28]([Cl:29])=[CH:27][C:23]([C:24]([OH:26])=O)=[C:22]([O:30][CH2:31][CH3:32])[CH:21]=1.[C:33]([NH:37][C:38](=[O:52])[C:39]1[CH:44]=[CH:43][CH:42]=[C:41]([CH2:45][N:46]2[CH2:51][CH2:50][NH:49][CH2:48][CH2:47]2)[CH:40]=1)([CH3:36])([CH3:35])[CH3:34].C(N(CC)CC)C. (3) Given the product [CH2:1]([O:3][CH:4]1[CH2:5][CH:8]1[C:9]([O:11][CH2:12][CH3:13])=[O:10])[CH3:2], predict the reactants needed to synthesize it. The reactants are: [CH2:1]([O:3][CH:4]=[CH2:5])[CH3:2].[N+](=[CH:8][C:9]([O:11][CH2:12][CH3:13])=[O:10])=[N-].